Dataset: Catalyst prediction with 721,799 reactions and 888 catalyst types from USPTO. Task: Predict which catalyst facilitates the given reaction. (1) Reactant: [Cl:1][C:2]1[CH:3]=[CH:4][C:5]2[C:11]3[N:12]=[C:13]([NH:16][C:17]4[CH:22]=[CH:21][C:20]([O:23][CH3:24])=[C:19]([O:25][CH3:26])[CH:18]=4)[N:14]=[CH:15][C:10]=3[CH2:9][C:8](=[O:27])[N:7]([CH2:28][CH2:29][CH2:30][N:31]3C(=O)C4C(=CC=CC=4)C3=O)[C:6]=2[CH:42]=1.CN. Product: [NH2:31][CH2:30][CH2:29][CH2:28][N:7]1[C:8](=[O:27])[CH2:9][C:10]2[CH:15]=[N:14][C:13]([NH:16][C:17]3[CH:22]=[CH:21][C:20]([O:23][CH3:24])=[C:19]([O:25][CH3:26])[CH:18]=3)=[N:12][C:11]=2[C:5]2[CH:4]=[CH:3][C:2]([Cl:1])=[CH:42][C:6]1=2. The catalyst class is: 412. (2) Reactant: [F:1][C:2]([F:33])([F:32])[CH2:3][CH2:4][CH:5]([NH:24]C(=O)OC(C)(C)C)[CH2:6][O:7][C:8]1[CH:9]=[CH:10][C:11]2[C:20]3[C:15](=[CH:16][N:17]=[CH:18][CH:19]=3)[C:14](=[O:21])[N:13]([CH3:22])[C:12]=2[CH:23]=1.Cl.O1CCOCC1. Product: [NH2:24][CH:5]([CH2:4][CH2:3][C:2]([F:32])([F:33])[F:1])[CH2:6][O:7][C:8]1[CH:9]=[CH:10][C:11]2[C:20]3[C:15](=[CH:16][N:17]=[CH:18][CH:19]=3)[C:14](=[O:21])[N:13]([CH3:22])[C:12]=2[CH:23]=1. The catalyst class is: 27. (3) Reactant: [Sn](Cl)Cl.[C:4]1([S:10]([NH:13][CH:14]([C:21]2[CH:26]=[CH:25][CH:24]=[C:23]([N+:27]([O-])=O)[CH:22]=2)[CH2:15][C:16]([O:18][CH2:19][CH3:20])=[O:17])(=[O:12])=[O:11])[CH:9]=[CH:8][CH:7]=[CH:6][CH:5]=1.C([O-])(O)=O.[Na+]. Product: [C:4]1([S:10]([NH:13][CH:14]([C:21]2[CH:26]=[CH:25][CH:24]=[C:23]([NH2:27])[CH:22]=2)[CH2:15][C:16]([O:18][CH2:19][CH3:20])=[O:17])(=[O:11])=[O:12])[CH:5]=[CH:6][CH:7]=[CH:8][CH:9]=1. The catalyst class is: 8.